Dataset: Reaction yield outcomes from USPTO patents with 853,638 reactions. Task: Predict the reaction yield, written as a fraction of the theoretical maximum amount of product (1.0 means a 100% yield; for example, 0.34 means a 34% yield). (1) The reactants are [ClH:1].[CH3:2][C:3]1[CH:4]=[C:5](/[CH:11]=[CH:12]/[CH:13]=[CH:14]/[C:15]([N:17]2[CH2:22][CH2:21][N:20]([CH2:23][C:24]3[CH:29]=[CH:28][C:27]([CH2:30][N:31]4[CH2:36][CH2:35][N:34]([C:37](=[O:51])/[CH:38]=[CH:39]/[CH:40]=[CH:41]/[C:42]5[CH:47]=[C:46]([CH3:48])[C:45]([CH3:49])=[C:44]([CH3:50])[CH:43]=5)[CH2:33][CH2:32]4)=[CH:26][CH:25]=3)[CH2:19][CH2:18]2)=[O:16])[CH:6]=[C:7]([CH3:10])[C:8]=1[CH3:9]. The catalyst is C(O)C. The product is [ClH:1].[ClH:1].[CH3:48][C:46]1[CH:47]=[C:42](/[CH:41]=[CH:40]/[CH:39]=[CH:38]/[C:37]([N:34]2[CH2:35][CH2:36][N:31]([CH2:30][C:27]3[CH:28]=[CH:29][C:24]([CH2:23][N:20]4[CH2:19][CH2:18][N:17]([C:15](=[O:16])/[CH:14]=[CH:13]/[CH:12]=[CH:11]/[C:5]5[CH:4]=[C:3]([CH3:2])[C:8]([CH3:9])=[C:7]([CH3:10])[CH:6]=5)[CH2:22][CH2:21]4)=[CH:25][CH:26]=3)[CH2:32][CH2:33]2)=[O:51])[CH:43]=[C:44]([CH3:50])[C:45]=1[CH3:49]. The yield is 0.470. (2) The reactants are [CH2:1]([O:3][C:4](=[O:16])[NH:5][C:6]1[C:11]([CH3:12])=[CH:10][C:9]([CH:13]=O)=[CH:8][C:7]=1[CH3:15])[CH3:2].[F:17][C:18]1[CH:19]=[C:20]([CH:22]=[CH:23][CH:24]=1)[NH2:21].C([BH3-])#N.[Na+].C(=O)([O-])[O-].[Na+].[Na+]. The catalyst is C(O)C.O.C(O)(=O)C. The product is [CH2:1]([O:3][C:4](=[O:16])[NH:5][C:6]1[C:11]([CH3:12])=[CH:10][C:9]([CH2:13][NH:21][C:20]2[CH:22]=[CH:23][CH:24]=[C:18]([F:17])[CH:19]=2)=[CH:8][C:7]=1[CH3:15])[CH3:2]. The yield is 0.290. (3) The reactants are [CH:1]1([N:6]2[CH2:11][CH2:10][N:9]([C:12]([C:14]3[CH:15]=[C:16]4[C:20](=[CH:21][CH:22]=3)[NH:19][C:18]([C:23]([N:25]3[CH2:30][CH2:29][S:28](=[O:32])(=[O:31])[CH2:27][CH2:26]3)=[O:24])=[CH:17]4)=[O:13])[CH2:8][CH2:7]2)[CH2:5][CH2:4][CH2:3][CH2:2]1.[H-].[Na+].CS(O[CH2:40][C:41]([F:44])([F:43])[F:42])(=O)=O. The catalyst is CN(C)C=O. The product is [CH:1]1([N:6]2[CH2:7][CH2:8][N:9]([C:12]([C:14]3[CH:15]=[C:16]4[C:20](=[CH:21][CH:22]=3)[N:19]([CH2:40][C:41]([F:44])([F:43])[F:42])[C:18]([C:23]([N:25]3[CH2:30][CH2:29][S:28](=[O:31])(=[O:32])[CH2:27][CH2:26]3)=[O:24])=[CH:17]4)=[O:13])[CH2:10][CH2:11]2)[CH2:2][CH2:3][CH2:4][CH2:5]1. The yield is 0.600. (4) The reactants are [CH3:1][C:2]([CH3:23])([CH3:22])[C:3](=[O:21])[CH2:4][O:5][C:6]1[N:10]([C:11]2[CH:16]=[CH:15][CH:14]=[CH:13][C:12]=2[F:17])[N:9]=[C:8]([C:18]([OH:20])=[O:19])[CH:7]=1.[CH3:24][Mg]Br.C(OCC)C.C(Cl)Cl. The catalyst is C1COCC1.O.CC(=O)OCC. The product is [F:17][C:12]1[CH:13]=[CH:14][CH:15]=[CH:16][C:11]=1[N:10]1[C:6]([O:5][CH2:4][C:3]([OH:21])([CH3:24])[C:2]([CH3:23])([CH3:22])[CH3:1])=[CH:7][C:8]([C:18]([OH:20])=[O:19])=[N:9]1. The yield is 0.610. (5) The reactants are ClC(Cl)(O[C:5](=[O:11])OC(Cl)(Cl)Cl)Cl.[CH3:13][N:14]1[CH:19]2[CH2:20][CH2:21][CH:15]1[CH2:16][CH:17]([O:22][C:23]1[N:28]=[C:27]([N:29]3[CH2:34][CH2:33][O:32][CH2:31][CH2:30]3)[N:26]=[C:25]([C:35]3[CH:40]=[CH:39][C:38]([NH2:41])=[CH:37][CH:36]=3)[N:24]=1)[CH2:18]2.[NH2:42][C:43]1[CH:51]=[CH:50][C:46]([C:47]([NH2:49])=[O:48])=[CH:45][CH:44]=1.CCN(CC)CC. The catalyst is C(Cl)Cl. The product is [CH3:13][N:14]1[CH:15]2[CH2:21][CH2:20][CH:19]1[CH2:18][CH:17]([O:22][C:23]1[N:28]=[C:27]([N:29]3[CH2:30][CH2:31][O:32][CH2:33][CH2:34]3)[N:26]=[C:25]([C:35]3[CH:36]=[CH:37][C:38]([NH:41][C:5](=[O:11])[NH:42][C:43]4[CH:51]=[CH:50][C:46]([C:47]([NH2:49])=[O:48])=[CH:45][CH:44]=4)=[CH:39][CH:40]=3)[N:24]=1)[CH2:16]2. The yield is 0.150. (6) The catalyst is CCOC(C)=O. The product is [CH3:17][O:16][C:13]1[CH:14]=[CH:15][C:3]2[CH:1]=[C:6]([C:7]([O:9][CH2:10][CH3:11])=[O:8])[O:5][C:4]=2[CH:12]=1. The yield is 0.770. The reactants are [CH:1]([C:3]1[CH:15]=[CH:14][C:13]([O:16][CH3:17])=[CH:12][C:4]=1[O:5][CH2:6][C:7]([O:9][CH2:10][CH3:11])=[O:8])=O.C1CCN2C(=NCCC2)CC1.CO. (7) The yield is 0.720. The catalyst is CC(C)=O. The product is [F:1][C:2]1[CH:3]=[CH:4][C:5]([C:8](=[C:16]2[CH2:17][C:18]([CH3:25])([CH3:24])[CH2:19][C:20]([CH3:23])([CH3:22])[CH2:21]2)[C:9]2[CH:14]=[CH:13][C:12]([O:15][CH2:33][C:34]#[N:35])=[CH:11][CH:10]=2)=[CH:6][CH:7]=1. The reactants are [F:1][C:2]1[CH:7]=[CH:6][C:5]([C:8](=[C:16]2[CH2:21][C:20]([CH3:23])([CH3:22])[CH2:19][C:18]([CH3:25])([CH3:24])[CH2:17]2)[C:9]2[CH:14]=[CH:13][C:12]([OH:15])=[CH:11][CH:10]=2)=[CH:4][CH:3]=1.C([O-])([O-])=O.[K+].[K+].Br[CH2:33][C:34]#[N:35]. (8) The catalyst is CC(O)=O. The reactants are [CH3:1][O:2][CH2:3][CH2:4][N:5]1[C:13]2[CH:12]=[CH:11][CH:10]=[C:9]([NH2:14])[C:8]=2[CH:7]=[CH:6]1.[BH3-]C#N.[Na+]. The product is [CH3:1][O:2][CH2:3][CH2:4][N:5]1[C:13]2[CH:12]=[CH:11][CH:10]=[C:9]([NH2:14])[C:8]=2[CH2:7][CH2:6]1. The yield is 0.610. (9) The catalyst is ClCCl. The product is [C:24]([NH:1][C:2]1[C:11]([Cl:12])=[CH:10][C:5]([C:6]([O:8][CH3:9])=[O:7])=[C:4]([O:13][CH3:14])[CH:3]=1)(=[O:27])[CH:25]=[CH2:26]. The yield is 0.670. The reactants are [NH2:1][C:2]1[C:11]([Cl:12])=[CH:10][C:5]([C:6]([O:8][CH3:9])=[O:7])=[C:4]([O:13][CH3:14])[CH:3]=1.C(N(C(C)C)CC)(C)C.[C:24](Cl)(=[O:27])[CH:25]=[CH2:26].C(=O)(O)[O-].[Na+]. (10) The reactants are [Br:1][CH2:2][C:3]([C:5]1[C:6](=[O:16])[O:7][C:8]2[C:13]([CH:14]=1)=[CH:12][CH:11]=[C:10]([F:15])[CH:9]=2)=O.[CH2:17]([C:19]1[S:23][C:22]([NH2:24])=[N:21][CH:20]=1)[CH3:18]. The catalyst is CCO. The product is [BrH:1].[CH2:17]([C:19]1[S:23][C:22]2=[N:24][C:3]([C:5]3[C:6](=[O:16])[O:7][C:8]4[C:13]([CH:14]=3)=[CH:12][CH:11]=[C:10]([F:15])[CH:9]=4)=[CH:2][N:21]2[CH:20]=1)[CH3:18]. The yield is 0.660.